This data is from Forward reaction prediction with 1.9M reactions from USPTO patents (1976-2016). The task is: Predict the product of the given reaction. Given the reactants Cl[C:2]1[C:11](C(F)(F)F)=[N:10][C:9]2[C:4](=[CH:5][C:6]([F:18])=[C:7](OC)[CH:8]=2)[N:3]=1.[CH3:19][O-:20].[Na+], predict the reaction product. The product is: [F:18][C:6]1[CH:5]=[C:4]2[C:9]([N:10]=[CH:11][C:2]([O:20][CH3:19])=[N:3]2)=[CH:8][CH:7]=1.